This data is from Reaction yield outcomes from USPTO patents with 853,638 reactions. The task is: Predict the reaction yield, written as a fraction of the theoretical maximum amount of product (1.0 means a 100% yield; for example, 0.34 means a 34% yield). The reactants are C1CO[C:8]2[CH:7]=[CH:6][C:5]([NH:11][C:12]3[C:17]([F:18])=[CH:16][N:15]=[C:14]([NH:19][C:20]4[CH:25]=[CH:24][CH:23]=[C:22](O)C=4)[N:13]=3)=[CH:4][C:3]=2[O:2]1.Cl[C:28]1N=C(NC2C=CC=C(O)C=2)C(F)=C[N:29]=1.N1C=CC=C(CN)C=1. No catalyst specified. The product is [F:18][C:17]1[C:12]([NH:11][C:5]2[CH:6]=[CH:7][CH:8]=[C:3]([OH:2])[CH:4]=2)=[N:13][C:14]([NH:19][CH2:20][C:25]2[CH:28]=[N:29][CH:22]=[CH:23][CH:24]=2)=[N:15][CH:16]=1. The yield is 0.620.